Task: Predict the product of the given reaction.. Dataset: Forward reaction prediction with 1.9M reactions from USPTO patents (1976-2016) (1) Given the reactants C([O:8][C:9]1[CH:14]=[CH:13][C:12]([N:15]2[CH:23]=[C:22]3[C:17]([CH:18]=[C:19]([O:24][CH2:25][CH:26]4[CH2:28][CH2:27]4)[CH:20]=[CH:21]3)=[N:16]2)=[CH:11][CH:10]=1)C1C=CC=CC=1.C(OC1C=CC(N2C3C(=CC=C(OCC4CC4)C=3)C=N2)=CC=1)C1C=CC=CC=1, predict the reaction product. The product is: [CH:26]1([CH2:25][O:24][C:19]2[CH:20]=[CH:21][C:22]3[C:17]([CH:18]=2)=[N:16][N:15]([C:12]2[CH:11]=[CH:10][C:9]([OH:8])=[CH:14][CH:13]=2)[CH:23]=3)[CH2:27][CH2:28]1. (2) Given the reactants [C:1]([O:5][C:6]([N:8]1[CH2:12][C@H:11]([F:13])[C@@H:10]([OH:14])[C@H:9]1[C:15]([OH:17])=O)=[O:7])([CH3:4])([CH3:3])[CH3:2].[Cl:18][C:19]1[C:20]([F:27])=[C:21]([CH:24]=[CH:25][CH:26]=1)[CH2:22][NH2:23].CCCP(=O)=O.CCN(C(C)C)C(C)C, predict the reaction product. The product is: [C:1]([O:5][C:6]([N:8]1[CH2:12][C@H:11]([F:13])[C@@H:10]([OH:14])[C@H:9]1[C:15](=[O:17])[NH:23][CH2:22][C:21]1[CH:24]=[CH:25][CH:26]=[C:19]([Cl:18])[C:20]=1[F:27])=[O:7])([CH3:2])([CH3:3])[CH3:4].